Dataset: Full USPTO retrosynthesis dataset with 1.9M reactions from patents (1976-2016). Task: Predict the reactants needed to synthesize the given product. (1) Given the product [CH2:1]([NH:8][C@H:9]1[CH2:14][CH2:13][C@@H:12]([NH:15][C:16]2[CH:21]=[C:20]([N:25]3[CH2:30][CH2:29][O:28][CH2:27][CH2:26]3)[C:19]([CH3:23])=[CH:18][N:17]=2)[CH2:11][CH2:10]1)[C:2]1[CH:7]=[CH:6][CH:5]=[CH:4][CH:3]=1, predict the reactants needed to synthesize it. The reactants are: [CH2:1]([NH:8][C@H:9]1[CH2:14][CH2:13][C@@H:12]([NH:15][C:16]2[CH:21]=[C:20](Cl)[C:19]([CH3:23])=[CH:18][N+:17]=2[O-])[CH2:11][CH2:10]1)[C:2]1[CH:7]=[CH:6][CH:5]=[CH:4][CH:3]=1.[NH:25]1[CH2:30][CH2:29][O:28][CH2:27][CH2:26]1.C(O)CCC.C([O-])(O)=O.[Na+]. (2) Given the product [C:10]([NH:9][C:7]1[S:8][C:4]2[CH:3]=[C:2]([NH:1][C:30]([C:20]34[CH2:29][CH:24]5[CH2:23][CH:22]([CH2:28][CH:26]([CH2:25]5)[CH2:27]3)[CH2:21]4)=[O:31])[CH:19]=[CH:18][C:5]=2[N:6]=1)(=[O:17])[C:11]1[CH:16]=[CH:15][CH:14]=[CH:13][CH:12]=1, predict the reactants needed to synthesize it. The reactants are: [NH2:1][C:2]1[CH:19]=[CH:18][C:5]2[N:6]=[C:7]([NH:9][C:10](=[O:17])[C:11]3[CH:16]=[CH:15][CH:14]=[CH:13][CH:12]=3)[S:8][C:4]=2[CH:3]=1.[C:20]12([C:30](O)=[O:31])[CH2:29][CH:24]3[CH2:25][CH:26]([CH2:28][CH:22]([CH2:23]3)[CH2:21]1)[CH2:27]2.C1C=NC2N(O)N=NC=2C=1.C(N(CC)CC)C.